Dataset: Experimentally validated miRNA-target interactions with 360,000+ pairs, plus equal number of negative samples. Task: Binary Classification. Given a miRNA mature sequence and a target amino acid sequence, predict their likelihood of interaction. (1) The miRNA is mmu-miR-3090-5p with sequence GUCUGGGUGGGGCCUGAGAUC. The protein sequence of the target gene is MASVWKRLQRVGKHASKFQFVASYQELMVECTKKWQPDKLVVVWTRRSRRKSSKAHSWQPGIKNPYRGVVVWPVPENIEITVTLFKDPHAEEFEDKEWTFVIENESPSGRRKALATSSINMKQYASPMPTQTDVKLKFKPLSKKVVSATLQFSLSCIFLREGKATDEDMQSLASLMSMKQADIGNLDDFEEDNEDDDENRVNQEEKAAKITEIVNQLNALSSLDEDQDDCIKQANVPSAKSASSSEELINTLNFLDEAQKDLATVNTNPFDEPDVTELNPFGDPDSEEPITETTSPKKPE.... Result: 0 (no interaction). (2) The miRNA is hsa-miR-500b-3p with sequence GCACCCAGGCAAGGAUUCUG. The protein sequence of the target gene is MAAEADGPLKRLLVPILLPEKCYDQLFVQWDLLHVPCLKILLSKGLGLGIVAGSLLVKLPQVFKILGAKSAEGLSLQSVMLELVALTGTMVYSITNNFPFSSWGEALFLMLQTITICFLVMHYRGQTVKGVAFLACYGLVLLVLLSPLTPLTVVTLLQASNVPAVVVGRLLQAATNYHNGHTGQLSAITVFLLFGGSLARIFTSIQETGDPLMAGTFVVSSLCNGLIAAQLLFYWNAKPPHKQKKAQ. Result: 0 (no interaction). (3) The miRNA is hsa-miR-1304-3p with sequence UCUCACUGUAGCCUCGAACCCC. The protein sequence of the target gene is MEPTEPMEPTEPMEPTEPMEPARSAHRGGEALLRELEVLVQDVVRTSSWWERHGVDCAILALSLFALPAGFLCLRWENALVFASGITILGVCHYTLTVKGSHLATHGALTESKRWSKIWLLFFVEVCTAFTAEHATHGHVKMHHAYTNVVGLGDSSTWRLPCLNRYVYMFLAPFLLPIATPLVAVERLRKVELGTALRTLALISLGLYSHYWLLLNVSGFKNPSSALGCMFLTRSLLAHPYLHVNIFQHIGLPMFSRDNKPRRIHMMSLGVLNLARLPVLDWAFGHSIISCHVEHHLFPR.... Result: 1 (interaction). (4) The miRNA is hsa-miR-26a-5p with sequence UUCAAGUAAUCCAGGAUAGGCU. The protein sequence of the target gene is MSTPARRRLMRDFKRLQEDPPAGVSGAPSENNIMVWNAVIFGPEGTPFEDGTFKLTIEFTEEYPNKPPTVRFVSKMFHPNVYADGSICLDILQNRWSPTYDVSSILTSIQSLLDEPNPNSPANSQAAQLYQENKREYEKRVSAIVEQSWRDC. Result: 1 (interaction). (5) The miRNA is hsa-miR-362-3p with sequence AACACACCUAUUCAAGGAUUCA. The protein sequence of the target gene is MPLFATNPFDQDVEKATSEMNTAEDWGLILDICDKVGQSRTGPKDCLRSIMRRVNHKDPHVAMQALTLLGACVSNCGKIFHLEVCSRDFASEVSNVLNKGHPKVCEKLKALMVEWTDEFKNDPQLSLISAMIKNLKEQGVTFPAIGSQAAEQAKASPALVAKDPGTVANKKEEEDLAKAIELSLKEQRQQSTTLSTLYPSTSSLLTNHQHEGRKVRAIYDFEAAEDNELTFKAGEIITVLDDSDPNWWKGETHQGIGLFPSNFVTADLTAEPEMIKTEKKTVQFSDDVQVETIEPEPEPA.... Result: 1 (interaction).